From a dataset of Full USPTO retrosynthesis dataset with 1.9M reactions from patents (1976-2016). Predict the reactants needed to synthesize the given product. (1) Given the product [O:41]=[S:37]1(=[O:40])[CH2:36][CH2:35][CH:34]([S:31]([C:26]2[CH:25]=[CH:30][CH:29]=[CH:28][C:27]=2[C:6]2[CH:5]=[CH:4][C:3]([C:17]3[N:18]=[CH:19][C:20]([NH2:23])=[N:21][CH:22]=3)=[C:2]([F:1])[CH:7]=2)(=[O:33])=[O:32])[CH2:39][CH2:38]1, predict the reactants needed to synthesize it. The reactants are: [F:1][C:2]1[CH:7]=[C:6](B2OC(C)(C)C(C)(C)O2)[CH:5]=[CH:4][C:3]=1[C:17]1[N:18]=[CH:19][C:20]([NH2:23])=[N:21][CH:22]=1.Br[C:25]1[CH:30]=[CH:29][CH:28]=[CH:27][C:26]=1[S:31]([CH:34]1[CH2:39][CH2:38][S:37](=[O:41])(=[O:40])[CH2:36][CH2:35]1)(=[O:33])=[O:32]. (2) Given the product [CH3:18][S:15]([NH:1][CH2:2][C:3]1[CH:4]=[C:5]([Sn:10]([CH3:13])([CH3:12])[CH3:11])[CH:6]=[CH:7][C:8]=1[F:9])(=[O:17])=[O:16], predict the reactants needed to synthesize it. The reactants are: [NH2:1][CH2:2][C:3]1[CH:4]=[C:5]([Sn:10]([CH3:13])([CH3:12])[CH3:11])[CH:6]=[CH:7][C:8]=1[F:9].Cl[S:15]([CH3:18])(=[O:17])=[O:16].CCN(CC)CC.CCOC(C)=O.O. (3) Given the product [C:1]([O:5][C:6]([N:8]1[CH2:13][CH2:12][CH:11]([C:14]([O:16][CH2:17][C:18]2[CH:23]=[CH:22][CH:21]=[CH:20][CH:19]=2)=[O:15])[CH2:10][CH2:9]1)=[O:7])([CH3:4])([CH3:2])[CH3:3], predict the reactants needed to synthesize it. The reactants are: [C:1]([O:5][C:6]([N:8]1[CH2:13][CH2:12][CH:11]([C:14]([OH:16])=[O:15])[CH2:10][CH2:9]1)=[O:7])([CH3:4])([CH3:3])[CH3:2].[CH2:17](Br)[C:18]1[CH:23]=[CH:22][CH:21]=[CH:20][CH:19]=1.C(=O)([O-])[O-].[K+].[K+]. (4) Given the product [Cl:1][C:2]1[CH:17]=[C:16]([CH:15]=[CH:14][C:3]=1[O:4][C:5]1[CH:10]=[CH:9][N:8]2[CH:11]=[CH:12][N:13]=[C:7]2[CH:6]=1)[NH2:18], predict the reactants needed to synthesize it. The reactants are: [Cl:1][C:2]1[CH:17]=[C:16]([N+:18]([O-])=O)[CH:15]=[CH:14][C:3]=1[O:4][C:5]1[CH:10]=[CH:9][N:8]2[CH:11]=[CH:12][N:13]=[C:7]2[CH:6]=1.Cl. (5) The reactants are: Br[C:2]1[CH:7]=[CH:6][C:5]([C:8]([N:10]2[CH2:15][CH2:14][N:13]([CH3:16])[CH2:12][CH2:11]2)=[O:9])=[C:4]([NH:17][CH3:18])[CH:3]=1.[B:19]1([B:19]2[O:23][C:22]([CH3:25])([CH3:24])[C:21]([CH3:27])([CH3:26])[O:20]2)[O:23][C:22]([CH3:25])([CH3:24])[C:21]([CH3:27])([CH3:26])[O:20]1.CC([O-])=O.[K+]. Given the product [CH3:18][NH:17][C:4]1[CH:3]=[C:2]([B:19]2[O:23][C:22]([CH3:25])([CH3:24])[C:21]([CH3:27])([CH3:26])[O:20]2)[CH:7]=[CH:6][C:5]=1[C:8]([N:10]1[CH2:15][CH2:14][N:13]([CH3:16])[CH2:12][CH2:11]1)=[O:9], predict the reactants needed to synthesize it.